Dataset: Reaction yield outcomes from USPTO patents with 853,638 reactions. Task: Predict the reaction yield, written as a fraction of the theoretical maximum amount of product (1.0 means a 100% yield; for example, 0.34 means a 34% yield). (1) The reactants are [CH2:1]([N:8]1[C@@H:13]2[C@H:14]([C:16]#[N:17])[CH2:15][C@@:9]1([C:38]1[CH:43]=[CH:42][CH:41]=[CH:40][CH:39]=1)[C@H:10]([O:18][C@@H:19]([C:34](OC)=[O:35])[C:20]1[CH:25]=[C:24]([C:26]([F:29])([F:28])[F:27])[CH:23]=[C:22]([C:30]([F:33])([F:32])[F:31])[CH:21]=1)[CH2:11][CH2:12]2)[C:2]1[CH:7]=[CH:6][CH:5]=[CH:4][CH:3]=1.[BH4-].[Na+]. The catalyst is CO. The product is [CH2:1]([N:8]1[C@@H:13]2[C@H:14]([C:16]#[N:17])[CH2:15][C@@:9]1([C:38]1[CH:43]=[CH:42][CH:41]=[CH:40][CH:39]=1)[C@H:10]([O:18][C@H:19]([C:20]1[CH:25]=[C:24]([C:26]([F:28])([F:29])[F:27])[CH:23]=[C:22]([C:30]([F:31])([F:32])[F:33])[CH:21]=1)[CH2:34][OH:35])[CH2:11][CH2:12]2)[C:2]1[CH:7]=[CH:6][CH:5]=[CH:4][CH:3]=1. The yield is 1.00. (2) The reactants are [C:1]([C:5]1[C:6]([O:20][CH:21]([CH3:23])[CH3:22])=[C:7]([C:10]([CH3:19])=[C:11]([C:13]#[C:14][Si](C)(C)C)[CH:12]=1)[CH:8]=[O:9])([CH3:4])([CH3:3])[CH3:2].C(=O)([O-])[O-].[K+].[K+]. The catalyst is CO.O1CCCC1. The product is [C:1]([C:5]1[C:6]([O:20][CH:21]([CH3:23])[CH3:22])=[C:7]([C:10]([CH3:19])=[C:11]([C:13]#[CH:14])[CH:12]=1)[CH:8]=[O:9])([CH3:4])([CH3:2])[CH3:3]. The yield is 0.900. (3) The reactants are [CH3:1][C@:2]1([NH:7]C(=O)OC(C)(C)C)[CH2:6][CH2:5][NH:4][CH2:3]1.C(N(CC)CC)C.[C:22]([C:24]1[C:29]2[N:30]=[C:31]([C:33]([N:35]([CH3:37])[CH3:36])=[O:34])[O:32][C:28]=2[C:27](F)=[C:26]([C:39]2[CH:44]=[CH:43][CH:42]=[CH:41][CH:40]=2)[C:25]=1[CH3:45])#[N:23]. The catalyst is CS(C)=O. The product is [NH2:7][C@@:2]1([CH3:1])[CH2:6][CH2:5][N:4]([C:27]2[C:28]3[O:32][C:31]([C:33]([N:35]([CH3:36])[CH3:37])=[O:34])=[N:30][C:29]=3[C:24]([C:22]#[N:23])=[C:25]([CH3:45])[C:26]=2[C:39]2[CH:40]=[CH:41][CH:42]=[CH:43][CH:44]=2)[CH2:3]1. The yield is 0.410. (4) The reactants are [I-:1].[CH3:2][N:3]1[CH:7]=[CH:6][CH:5]=[C:4]1[CH2:8][N+](C)(C)C.[C:13]1([P:19]([C:26]2[CH:31]=[CH:30][CH:29]=[CH:28][CH:27]=2)[C:20]2[CH:25]=[CH:24][CH:23]=[CH:22][CH:21]=2)[CH:18]=[CH:17][CH:16]=[CH:15][CH:14]=1. The catalyst is C(#N)C. The product is [I-:1].[CH3:2][N:3]1[CH:7]=[CH:6][CH:5]=[C:4]1[CH2:8][P+:19]([C:20]1[CH:21]=[CH:22][CH:23]=[CH:24][CH:25]=1)([C:26]1[CH:31]=[CH:30][CH:29]=[CH:28][CH:27]=1)[C:13]1[CH:14]=[CH:15][CH:16]=[CH:17][CH:18]=1. The yield is 0.810. (5) The reactants are C([N:8]1[C:12]([C:13]2[CH:14]=[N:15][C:16]([C:19]3[CH:24]=[CH:23][CH:22]=[CH:21][CH:20]=3)=[N:17][CH:18]=2)=[CH:11][N:10]=[C:9]1[C:25]1[CH:30]=[CH:29][CH:28]=[CH:27][CH:26]=1)C1C=CC=CC=1.C([O-])=O.[NH4+]. The catalyst is CO.[Pd]. The product is [C:19]1([C:16]2[N:15]=[CH:14][C:13]([C:12]3[NH:8][C:9]([C:25]4[CH:26]=[CH:27][CH:28]=[CH:29][CH:30]=4)=[N:10][CH:11]=3)=[CH:18][N:17]=2)[CH:24]=[CH:23][CH:22]=[CH:21][CH:20]=1. The yield is 0.570. (6) The reactants are [Br:1][C:2]1[CH:10]=[CH:9][C:5]([C:6]([OH:8])=O)=[C:4]([F:11])[C:3]=1[O:12][C:13]([F:16])([F:15])[F:14].[NH2:17][C:18]1[CH:19]=[CH:20][C:21]([N:24]2[CH2:29][CH2:28][N:27]([C:30]([O:32][C:33]([CH3:36])([CH3:35])[CH3:34])=[O:31])[CH2:26][C@H:25]2[CH3:37])=[N:22][CH:23]=1.CN(C(ON1N=NC2C=CC=NC1=2)=[N+](C)C)C.F[P-](F)(F)(F)(F)F.CCN(C(C)C)C(C)C. The catalyst is CN(C=O)C. The yield is 0.710. The product is [Br:1][C:2]1[CH:10]=[CH:9][C:5]([C:6]([NH:17][C:18]2[CH:19]=[CH:20][C:21]([N:24]3[CH2:29][CH2:28][N:27]([C:30]([O:32][C:33]([CH3:36])([CH3:35])[CH3:34])=[O:31])[CH2:26][C@H:25]3[CH3:37])=[N:22][CH:23]=2)=[O:8])=[C:4]([F:11])[C:3]=1[O:12][C:13]([F:16])([F:15])[F:14].